The task is: Predict the product of the given reaction.. This data is from Forward reaction prediction with 1.9M reactions from USPTO patents (1976-2016). (1) Given the reactants [CH2:1]([NH:3][C:4]([NH:6][C:7]1[CH:12]=[CH:11][C:10]([C:13]2[N:14]=[C:15]([N:23]3[CH2:28][CH2:27][O:26][CH2:25][C@@H:24]3[CH3:29])[C:16]3[CH2:22][NH:21][CH2:20][CH2:19][C:17]=3[N:18]=2)=[CH:9][CH:8]=1)=[O:5])[CH3:2].[C:30](Cl)(=[O:32])[CH3:31], predict the reaction product. The product is: [C:30]([N:21]1[CH2:20][CH2:19][C:17]2[N:18]=[C:13]([C:10]3[CH:11]=[CH:12][C:7]([NH:6][C:4]([NH:3][CH2:1][CH3:2])=[O:5])=[CH:8][CH:9]=3)[N:14]=[C:15]([N:23]3[CH2:28][CH2:27][O:26][CH2:25][C@@H:24]3[CH3:29])[C:16]=2[CH2:22]1)(=[O:32])[CH3:31]. (2) Given the reactants [O:1]1[C:5]2[CH:6]=[CH:7][CH:8]=[CH:9][C:4]=2[N:3]=[C:2]1[C:10]1[CH:30]=[CH:29][C:13]2[N:14]([CH2:18][C:19]3[CH:24]=[CH:23][C:22]([C:25]([O:27]C)=[O:26])=[CH:21][CH:20]=3)[C:15]([CH3:17])=[N:16][C:12]=2[CH:11]=1.[OH-].[Na+].CO, predict the reaction product. The product is: [O:1]1[C:5]2[CH:6]=[CH:7][CH:8]=[CH:9][C:4]=2[N:3]=[C:2]1[C:10]1[CH:30]=[CH:29][C:13]2[N:14]([CH2:18][C:19]3[CH:24]=[CH:23][C:22]([C:25]([OH:27])=[O:26])=[CH:21][CH:20]=3)[C:15]([CH3:17])=[N:16][C:12]=2[CH:11]=1. (3) The product is: [C:25]([NH:29][C:30]([C:32]([N:48]([CH3:52])[C:49](=[O:51])[CH3:50])([CH2:44][CH2:45][CH2:46][CH2:47][B:19]1[O:20][C:21]([CH3:23])([CH3:22])[C:17]([CH3:24])([CH3:16])[O:18]1)[CH2:33][CH2:34][CH2:35][NH:36][C:37](=[O:43])[O:38][C:39]([CH3:40])([CH3:42])[CH3:41])=[O:31])([CH3:26])([CH3:27])[CH3:28]. Given the reactants C1(P(CC)C2C=CC=CC=2)C=CC=CC=1.[CH3:16][C:17]1([CH3:24])[C:21]([CH3:23])([CH3:22])[O:20][BH:19][O:18]1.[C:25]([NH:29][C:30]([C:32]([N:48]([CH3:52])[C:49](=[O:51])[CH3:50])([CH2:44][CH2:45][CH:46]=[CH2:47])[CH2:33][CH2:34][CH2:35][NH:36][C:37](=[O:43])[O:38][C:39]([CH3:42])([CH3:41])[CH3:40])=[O:31])([CH3:28])([CH3:27])[CH3:26], predict the reaction product. (4) Given the reactants CCN(C(C)C)C(C)C.Cl[C:11]1[CH:12]=[CH:13][C:14]2[N:15]([C:17]([C:20]([F:23])([F:22])[F:21])=[N:18][N:19]=2)[N:16]=1.[OH:24][C:25]1[CH:30]=[CH:29][C:28]([C:31]2([OH:37])[CH2:36][CH2:35][NH:34][CH2:33][CH2:32]2)=[CH:27][CH:26]=1, predict the reaction product. The product is: [OH:24][C:25]1[CH:30]=[CH:29][C:28]([C:31]2([OH:37])[CH2:32][CH2:33][N:34]([C:11]3[CH:12]=[CH:13][C:14]4[N:15]([C:17]([C:20]([F:23])([F:22])[F:21])=[N:18][N:19]=4)[N:16]=3)[CH2:35][CH2:36]2)=[CH:27][CH:26]=1. (5) Given the reactants [CH3:1][N:2]1[C:6](=[O:7])[CH2:5][C:4]2([CH2:12][CH2:11][CH:10]([NH:13]C(=O)OCC3C=CC=CC=3)[CH2:9][CH2:8]2)[NH:3]1, predict the reaction product. The product is: [NH2:13][CH:10]1[CH2:9][CH2:8][C:4]2([NH:3][N:2]([CH3:1])[C:6](=[O:7])[CH2:5]2)[CH2:12][CH2:11]1. (6) Given the reactants [CH3:1][C:2]1([CH3:12])O[CH:6]2C=CC[O:11][CH:5]2[CH2:4][O:3]1.C[N+]1([O-])CC[O:17]CC1.S(S([O-])=O)([O-])=O.[Na+].[Na+].[O-][Si]([O-])=O.[Mg+2].C1COCC1.[C:39]([OH:43])([CH3:42])([CH3:41])C.[OH2:44], predict the reaction product. The product is: [CH3:1][C:2]1([CH3:12])[O:3][CH:4]2[CH:41]([OH:17])[CH:39]([OH:43])[CH2:42][O:11][CH:5]2[CH2:6][O:44]1. (7) Given the reactants [CH3:1][N:2]1[CH:6]=[CH:5][CH:4]=[C:3]1[C:7]#[C:8][Si](C)(C)C.[CH2:13]([O:15][C:16](=[O:44])[CH2:17][O:18][C:19]1[CH:24]=[CH:23][C:22]([S:25][CH2:26][CH:27]=[C:28]([C:36]2[CH:41]=[CH:40][C:39](I)=[CH:38][CH:37]=2)[C:29]2[CH:34]=[CH:33][C:32](I)=[CH:31][CH:30]=2)=[CH:21][C:20]=1[CH3:43])[CH3:14].C(O)C.[F-].C([N+:53]([CH2:62][CH2:63][CH2:64]C)([CH2:58][CH2:59][CH2:60]C)[CH2:54]CCC)CCC, predict the reaction product. The product is: [CH2:13]([O:15][C:16](=[O:44])[CH2:17][O:18][C:19]1[CH:24]=[CH:23][C:22]([S:25][CH2:26][CH:27]=[C:28]([C:36]2[CH:41]=[CH:40][C:39]([C:64]#[C:63][C:62]3[N:53]([CH3:54])[CH:58]=[CH:59][CH:60]=3)=[CH:38][CH:37]=2)[C:29]2[CH:34]=[CH:33][C:32]([C:8]#[C:7][C:3]3[N:2]([CH3:1])[CH:6]=[CH:5][CH:4]=3)=[CH:31][CH:30]=2)=[CH:21][C:20]=1[CH3:43])[CH3:14].